From a dataset of Reaction yield outcomes from USPTO patents with 853,638 reactions. Predict the reaction yield, written as a fraction of the theoretical maximum amount of product (1.0 means a 100% yield; for example, 0.34 means a 34% yield). (1) The yield is 0.810. The product is [C:17]([O:21][C:22]([N:5]1[C:4]2[CH:7]=[CH:8][S:9][C:3]=2[C:2]([I:1])=[N:6]1)=[O:23])([CH3:20])([CH3:19])[CH3:18]. The catalyst is ClCCl.CN(C)C1C=CN=CC=1. The reactants are [I:1][C:2]1[C:3]2[S:9][CH:8]=[CH:7][C:4]=2[NH:5][N:6]=1.C(N(CC)CC)C.[C:17]([O:21][C:22](O[C:22]([O:21][C:17]([CH3:20])([CH3:19])[CH3:18])=[O:23])=[O:23])([CH3:20])([CH3:19])[CH3:18]. (2) The reactants are C(OC([NH:8][C@H:9]1[CH2:14][CH2:13][C@H:12]([N:15]2[C:23](=[O:24])[NH:22][C:21]3[C:16]2=[N:17][C:18]([C:30]2[CH:35]=[CH:34][CH:33]=[C:32]([OH:36])[CH:31]=2)=[N:19][C:20]=3[C:25]([O:27]CC)=O)[CH2:11][CH2:10]1)=O)(C)(C)C.[NH2:37]C1C(C(OCC)=O)=NC(C2C=CC=C(O)C=2)=NC=1N[C@H]1CC[C@H](NC(OC(C)(C)C)=O)CC1. The catalyst is ClCCl. The product is [NH2:8][C@H:9]1[CH2:14][CH2:13][C@H:12]([N:15]2[C:23](=[O:24])[NH:22][C:21]3[C:16]2=[N:17][C:18]([C:30]2[CH:35]=[CH:34][CH:33]=[C:32]([OH:36])[CH:31]=2)=[N:19][C:20]=3[C:25]([NH2:37])=[O:27])[CH2:11][CH2:10]1. The yield is 0.440. (3) The reactants are [Cl:1][CH2:2][CH2:3][CH2:4][C:5]([C:7]1[CH:12]=[CH:11][C:10]([C:13]([CH3:18])([CH3:17])[C:14]([OH:16])=[O:15])=[CH:9][CH:8]=1)=[O:6].[C:19](=O)([O-])[O-].[K+].[K+].S(OC)(OC)(=O)=O. The catalyst is C(#N)C. The product is [Cl:1][CH2:2][CH2:3][CH2:4][C:5]([C:7]1[CH:12]=[CH:11][C:10]([C:13]([CH3:18])([CH3:17])[C:14]([O:16][CH3:19])=[O:15])=[CH:9][CH:8]=1)=[O:6]. The yield is 0.890. (4) The reactants are [O:1]1[CH2:5][CH2:4][C@H:3]([OH:6])[CH2:2]1.O[C:8]1[CH:17]=[CH:16][C:11]([C:12]([O:14][CH3:15])=[O:13])=[CH:10][C:9]=1[O:18][CH3:19].C1(P(C2C=CC=CC=2)C2C=CC=CC=2)C=CC=CC=1.CC(OC(/N=N/C(OC(C)C)=O)=O)C. The catalyst is C1COCC1. The product is [CH3:19][O:18][C:9]1[CH:10]=[C:11]([CH:16]=[CH:17][C:8]=1[O:6][C@@H:3]1[CH2:4][CH2:5][O:1][CH2:2]1)[C:12]([O:14][CH3:15])=[O:13]. The yield is 0.840. (5) The catalyst is ClCCl.C(OCC)(=O)C. The product is [C:18]([N:1]1[C:9]2[C:4](=[CH:5][CH:6]=[CH:7][CH:8]=2)[C:3]([CH:10]=[O:11])=[CH:2]1)(=[O:20])[CH3:19]. The yield is 0.770. The reactants are [NH:1]1[C:9]2[C:4](=[CH:5][CH:6]=[CH:7][CH:8]=2)[C:3]([CH:10]=[O:11])=[CH:2]1.N1C=CC=CC=1.[C:18](OC(=O)C)(=[O:20])[CH3:19].